This data is from Full USPTO retrosynthesis dataset with 1.9M reactions from patents (1976-2016). The task is: Predict the reactants needed to synthesize the given product. (1) Given the product [CH3:1][O:2][C:3](=[O:14])[C:4]1[CH:10]=[CH:9][C:8]([N+:11]([O-:13])=[O:12])=[CH:7][C:5]=1[NH:6][C:30](=[O:31])[C:29]1[CH:33]=[CH:34][C:26]([C:22]([CH3:24])([CH3:23])[CH3:25])=[CH:27][CH:28]=1, predict the reactants needed to synthesize it. The reactants are: [CH3:1][O:2][C:3](=[O:14])[C:4]1[C:5](=[CH:7][C:8]([N+:11]([O-:13])=[O:12])=[CH:9][CH:10]=1)[NH2:6].C(N(CC)CC)C.[C:22]([C:26]1[CH:34]=[CH:33][C:29]([C:30](Cl)=[O:31])=[CH:28][CH:27]=1)([CH3:25])([CH3:24])[CH3:23]. (2) Given the product [F:41][P-:42]([F:47])([F:46])([F:45])([F:44])[F:43].[CH2:2]([N+:18]1[CH:22]=[CH:21][N:20]([CH2:23][C:24]2[CH:29]=[CH:28][C:27]([C:30]3[O:31][C:32]([C:35]4[CH:40]=[CH:39][CH:38]=[CH:37][CH:36]=4)=[CH:33][N:34]=3)=[CH:26][CH:25]=2)[CH:19]=1)[CH2:3][CH2:4][CH2:5][CH2:6][CH2:7][CH2:8][CH2:9][CH2:10][CH2:11][CH2:12][CH2:13][CH2:14][CH2:15][CH2:16][CH3:17], predict the reactants needed to synthesize it. The reactants are: [Br-].[CH2:2]([N+:18]1[CH:22]=[CH:21][N:20]([CH2:23][C:24]2[CH:29]=[CH:28][C:27]([C:30]3[O:31][C:32]([C:35]4[CH:40]=[CH:39][CH:38]=[CH:37][CH:36]=4)=[CH:33][N:34]=3)=[CH:26][CH:25]=2)[CH:19]=1)[CH2:3][CH2:4][CH2:5][CH2:6][CH2:7][CH2:8][CH2:9][CH2:10][CH2:11][CH2:12][CH2:13][CH2:14][CH2:15][CH2:16][CH3:17].[F:41][P-:42]([F:47])([F:46])([F:45])([F:44])[F:43].[K+]. (3) Given the product [C:4]([O:3][C:1]([NH:8][C:9]1[CH:10]=[C:11]([NH:15][C:21]2[C:22]([C:23]([O:25][CH2:26][CH3:27])=[O:24])=[CH:17][N:18]=[C:19]([S:28][CH3:29])[N:20]=2)[CH:12]=[CH:13][CH:14]=1)=[O:2])([CH3:7])([CH3:6])[CH3:5], predict the reactants needed to synthesize it. The reactants are: [C:1]([NH:8][C:9]1[CH:14]=[CH:13][CH:12]=[C:11]([NH2:15])[CH:10]=1)([O:3][C:4]([CH3:7])([CH3:6])[CH3:5])=[O:2].Cl[C:17]1[C:22]([C:23]([O:25][CH2:26][CH3:27])=[O:24])=[CH:21][N:20]=[C:19]([S:28][CH3:29])[N:18]=1.C([O-])([O-])=O.[K+].[K+]. (4) The reactants are: [CH2:1]([C@H:3]1[C:7](=[O:8])[O:6][C:5](=[O:9])[NH:4]1)[CH3:2].Cl[C:11]([O:13][CH2:14][C:15]1[CH:20]=[CH:19][CH:18]=[CH:17][CH:16]=1)=[O:12].CN1CCOCC1.C(OCC)(=O)C.Cl. Given the product [CH2:1]([C@H:3]1[C:7](=[O:8])[O:6][C:5](=[O:9])[N:4]1[C:11]([O:13][CH2:14][C:15]1[CH:20]=[CH:19][CH:18]=[CH:17][CH:16]=1)=[O:12])[CH3:2], predict the reactants needed to synthesize it. (5) The reactants are: [C:1]([C:5]1[CH:10]=[C:9]([CH3:11])[CH:8]=[C:7]([C:12]([CH3:15])([CH3:14])[CH3:13])[C:6]=1[OH:16])([CH3:4])([CH3:3])[CH3:2].Br[CH2:18][C:19]([O:21][CH3:22])=[O:20].C(=O)([O-])[O-].[Cs+].[Cs+].O. Given the product [C:12]([C:7]1[CH:8]=[C:9]([CH3:11])[CH:10]=[C:5]([C:1]([CH3:4])([CH3:3])[CH3:2])[C:6]=1[O:16][CH2:18][C:19]([O:21][CH3:22])=[O:20])([CH3:15])([CH3:14])[CH3:13], predict the reactants needed to synthesize it. (6) Given the product [F:30][C:31]([F:44])([F:43])[S:32]([O:21][C:5]1[CH:6]=[C:7]([C:8]2[CH:13]=[CH:12][C:11]([S:14]([CH2:17][CH3:18])(=[O:16])=[O:15])=[CH:10][C:9]=2[O:19][CH3:20])[C:2]([Cl:1])=[CH:3][CH:4]=1)(=[O:34])=[O:33], predict the reactants needed to synthesize it. The reactants are: [Cl:1][C:2]1[C:7]([C:8]2[CH:13]=[CH:12][C:11]([S:14]([CH2:17][CH3:18])(=[O:16])=[O:15])=[CH:10][C:9]=2[O:19][CH3:20])=[CH:6][C:5]([OH:21])=[CH:4][CH:3]=1.N1C(C)=CC=CC=1C.[F:30][C:31]([F:44])([F:43])[S:32](O[S:32]([C:31]([F:44])([F:43])[F:30])(=[O:34])=[O:33])(=[O:34])=[O:33]. (7) The reactants are: [F:1][C:2]([F:30])([F:29])[O:3][C:4]1[CH:9]=[CH:8][C:7]([N:10]2[CH2:15][CH2:14][CH:13]([N:16]3[CH2:21][CH2:20][N:19](C(OC(C)(C)C)=O)[CH2:18][CH2:17]3)[CH2:12][CH2:11]2)=[CH:6][CH:5]=1. Given the product [F:30][C:2]([F:1])([F:29])[O:3][C:4]1[CH:9]=[CH:8][C:7]([N:10]2[CH2:15][CH2:14][CH:13]([N:16]3[CH2:21][CH2:20][NH:19][CH2:18][CH2:17]3)[CH2:12][CH2:11]2)=[CH:6][CH:5]=1, predict the reactants needed to synthesize it. (8) Given the product [F:1][C:2]1[CH:32]=[CH:31][C:5]([C:6]([N:8]2[CH2:9][C:10]([CH2:17][O:18][C:19]3[CH:28]=[CH:27][C:26]4[C:21](=[CH:22][CH:23]=[C:24]([O:29][CH3:30])[CH:25]=4)[CH:20]=3)([C:12]([OH:14])=[O:13])[CH2:11]2)=[O:7])=[CH:4][CH:3]=1, predict the reactants needed to synthesize it. The reactants are: [F:1][C:2]1[CH:32]=[CH:31][C:5]([C:6]([N:8]2[CH2:11][C:10]([CH2:17][O:18][C:19]3[CH:28]=[CH:27][C:26]4[C:21](=[CH:22][CH:23]=[C:24]([O:29][CH3:30])[CH:25]=4)[CH:20]=3)([C:12]([O:14]CC)=[O:13])[CH2:9]2)=[O:7])=[CH:4][CH:3]=1.C[Si](C)(C)[O-].[Na+].O.P(=O)(O)(O)O. (9) Given the product [CH:1]1([N:6]2[CH2:12][C:11]([F:14])([F:13])[C:10](=[O:15])[N:9]([CH3:16])[C:8]3[CH:17]=[N:18][C:19]([NH:21][C:22]4[CH:30]=[CH:29][C:25]([C:26]([NH:64][CH:61]5[CH2:62][CH2:63][N:58]([CH3:57])[CH2:59][CH2:60]5)=[O:28])=[C:24]([O:31][CH3:32])[CH:23]=4)=[N:20][C:7]2=3)[CH2:2][CH2:3][CH2:4][CH2:5]1, predict the reactants needed to synthesize it. The reactants are: [CH:1]1([N:6]2[CH2:12][C:11]([F:14])([F:13])[C:10](=[O:15])[N:9]([CH3:16])[C:8]3[CH:17]=[N:18][C:19]([NH:21][C:22]4[CH:30]=[CH:29][C:25]([C:26]([OH:28])=O)=[C:24]([O:31][CH3:32])[CH:23]=4)=[N:20][C:7]2=3)[CH2:5][CH2:4][CH2:3][CH2:2]1.CN(C(ON1N=NC2C=CC=NC1=2)=[N+](C)C)C.F[P-](F)(F)(F)(F)F.[CH3:57][N:58]1[CH2:63][CH2:62][CH:61]([NH2:64])[CH2:60][CH2:59]1. (10) Given the product [ClH:27].[Cl:27][C:24]1[CH:25]=[CH:26][C:21]([O:20][C:17]2[CH:16]=[CH:15][C:14]([O:13][CH2:12][C@@H:7]3[CH2:8][CH2:9][CH2:10][CH2:11][N:6]3[CH2:5][CH2:4][C:3]([OH:28])=[O:2])=[CH:19][CH:18]=2)=[CH:22][CH:23]=1, predict the reactants needed to synthesize it. The reactants are: C[O:2][C:3](=[O:28])[CH2:4][CH2:5][N:6]1[CH2:11][CH2:10][CH2:9][CH2:8][C@H:7]1[CH2:12][O:13][C:14]1[CH:19]=[CH:18][C:17]([O:20][C:21]2[CH:26]=[CH:25][C:24]([Cl:27])=[CH:23][CH:22]=2)=[CH:16][CH:15]=1.Cl.